This data is from Reaction yield outcomes from USPTO patents with 853,638 reactions. The task is: Predict the reaction yield, written as a fraction of the theoretical maximum amount of product (1.0 means a 100% yield; for example, 0.34 means a 34% yield). The reactants are [CH3:1][C:2](=O)[CH2:3][C:4](=O)[CH3:5].[C:8]([CH2:10][C:11]([NH2:13])=[O:12])#[N:9].C([O-])([O-])=O.[K+].[K+]. The catalyst is O. The product is [CH3:5][C:4]1[CH:3]=[C:2]([CH3:1])[NH:13][C:11](=[O:12])[C:10]=1[C:8]#[N:9]. The yield is 0.930.